This data is from Forward reaction prediction with 1.9M reactions from USPTO patents (1976-2016). The task is: Predict the product of the given reaction. (1) Given the reactants Cl[C:2]1[CH:7]=[CH:6][C:5]([C:8]([NH:10][C:11]2[S:12][C:13]([C:21](=[O:28])[C:22]3[CH:27]=[CH:26][CH:25]=[CH:24][CH:23]=3)=[C:14]([C:16]3[O:17][CH:18]=[CH:19][CH:20]=3)[N:15]=2)=[O:9])=[CH:4][N:3]=1.[OH2:29], predict the reaction product. The product is: [C:21]([C:13]1[S:12][C:11]([NH:10][C:8]([C:5]2[CH:6]=[CH:7][C:2]([N:3]3[CH2:4][CH2:5][O:29][CH2:7][CH2:2]3)=[N:3][CH:4]=2)=[O:9])=[N:15][C:14]=1[C:16]1[O:17][CH:18]=[CH:19][CH:20]=1)(=[O:28])[C:22]1[CH:27]=[CH:26][CH:25]=[CH:24][CH:23]=1. (2) The product is: [N:10]([N:1]1[C:9]2[C:4](=[CH:5][CH:6]=[CH:7][CH:8]=2)[CH2:3][CH2:2]1)=[O:11]. Given the reactants [NH:1]1[C:9]2[C:4](=[CH:5][CH:6]=[CH:7][CH:8]=2)[CH2:3][CH2:2]1.[N:10]([O-])=[O:11].[Na+].Cl, predict the reaction product.